This data is from NCI-60 drug combinations with 297,098 pairs across 59 cell lines. The task is: Regression. Given two drug SMILES strings and cell line genomic features, predict the synergy score measuring deviation from expected non-interaction effect. Drug 1: CCN(CC)CCNC(=O)C1=C(NC(=C1C)C=C2C3=C(C=CC(=C3)F)NC2=O)C. Drug 2: CC1C(C(CC(O1)OC2CC(OC(C2O)C)OC3=CC4=CC5=C(C(=O)C(C(C5)C(C(=O)C(C(C)O)O)OC)OC6CC(C(C(O6)C)O)OC7CC(C(C(O7)C)O)OC8CC(C(C(O8)C)O)(C)O)C(=C4C(=C3C)O)O)O)O. Cell line: NCIH23. Synergy scores: CSS=46.6, Synergy_ZIP=0.0534, Synergy_Bliss=2.89, Synergy_Loewe=3.21, Synergy_HSA=1.87.